Dataset: Full USPTO retrosynthesis dataset with 1.9M reactions from patents (1976-2016). Task: Predict the reactants needed to synthesize the given product. (1) Given the product [CH2:23]([S:22][C:8]1[C:7]([C:5]([OH:6])=[O:4])=[C:16]([CH3:17])[C:15]2[C:10](=[CH:11][C:12]([C:18]([F:21])([F:19])[F:20])=[CH:13][CH:14]=2)[N:9]=1)[CH3:24], predict the reactants needed to synthesize it. The reactants are: [Na].C([O:4][C:5]([C:7]1[C:8]([S:22][CH2:23][CH2:24]C(OCC)=O)=[N:9][C:10]2[C:15]([C:16]=1[CH3:17])=[CH:14][CH:13]=[C:12]([C:18]([F:21])([F:20])[F:19])[CH:11]=2)=[O:6])C.ICC. (2) Given the product [CH2:16]([N:13]1[C:7](=[O:9])[C:6]2[CH:5]=[C:4]([CH2:11][CH3:12])[S:3][C:2]=2[NH:1][C:14]1=[O:15])[CH2:17][CH2:18][CH3:19], predict the reactants needed to synthesize it. The reactants are: [NH2:1][C:2]1[S:3][C:4]([CH2:11][CH3:12])=[CH:5][C:6]=1[C:7]([O:9]C)=O.[N:13]([CH2:16][CH2:17][CH2:18][CH3:19])=[C:14]=[O:15].[H-].[Na+].Cl. (3) Given the product [Br:24][C:16]1[C:8]2[O:7][CH2:6][C:5]([C:18]3[CH:23]=[CH:22][CH:21]=[CH:20][N:19]=3)([C:3]([NH:2][CH3:1])=[O:4])[N:10]3[C:11](=[O:17])[NH:12][C:13]([C:9]=23)=[CH:14][CH:15]=1, predict the reactants needed to synthesize it. The reactants are: [CH3:1][NH:2][C:3]([C:5]1([C:18]2[CH:23]=[CH:22][CH:21]=[CH:20][N:19]=2)[N:10]2[C:11](=[O:17])[NH:12][C:13]3=[CH:14][CH:15]=[CH:16][C:8](=[C:9]23)[O:7][CH2:6]1)=[O:4].[Br:24]N1C(=O)CCC1=O.